Predict the reactants needed to synthesize the given product. From a dataset of Full USPTO retrosynthesis dataset with 1.9M reactions from patents (1976-2016). (1) Given the product [ClH:124].[CH3:1][O:8][C:9](=[O:33])[CH2:10][N:11]1[C:17]2[CH:18]=[CH:19][CH:20]=[CH:21][C:16]=2[NH:15][CH2:14][C@H:13]([NH2:24])[C:12]1=[O:32], predict the reactants needed to synthesize it. The reactants are: [CH2:1]([O:8][C:9](=[O:33])[CH2:10][N:11]1[C:17]2[C:18](C)=[CH:19][C:20](C)=[CH:21][C:16]=2[NH:15][CH2:14][C@H:13]([NH:24]C(OC(C)(C)C)=O)[C:12]1=[O:32])C1C=CC=CC=1.C(OC(N[C@@H](CNC1C=C(C)C=C(C)C=1N)C(O)=O)=O)(C)(C)C.C(OC(=O)CN1C2C=CC=CC=2NC[C@H](NC(OC(C)(C)C)=O)C1=O)C1C=CC=CC=1.COC(=O)CN1C2C=CC=CC=2N(C(=O)CCC2C=CC=CC=2)C[C@H](NC(=O)C2C=CC=CC=2)C1=O.[ClH:124].COC(=O)CN1C2C=CC=CC=2NC[C@H](NC(OC(C)(C)C)=O)C1=O. (2) Given the product [F:27][C:28]1[CH:42]=[C:41]([F:43])[C:40]([F:44])=[CH:39][C:29]=1[O:30][CH2:31][CH2:32][CH2:33][N:16]1[CH:17]=[CH:18][N:19]=[C:14]([N:11]2[CH2:10][CH2:9][N:8]([C:6]([O:5][C:1]([CH3:4])([CH3:2])[CH3:3])=[O:7])[CH2:13][CH2:12]2)[C:15]1=[O:20], predict the reactants needed to synthesize it. The reactants are: [C:1]([O:5][C:6]([N:8]1[CH2:13][CH2:12][N:11]([C:14]2[C:15](=[O:20])[NH:16][CH:17]=[CH:18][N:19]=2)[CH2:10][CH2:9]1)=[O:7])([CH3:4])([CH3:3])[CH3:2].CC([O-])(C)C.[K+].[F:27][C:28]1[CH:42]=[C:41]([F:43])[C:40]([F:44])=[CH:39][C:29]=1[O:30][CH2:31][CH2:32][CH2:33]OS(C)(=O)=O.O. (3) Given the product [C:34]([C:29]1[CH:30]=[CH:31][C:26]([NH:25][C:3]2[C:2]([F:1])=[C:14]([F:15])[C:13](/[CH:16]=[N:17]/[O:18][CH2:19][CH2:20][C:21](=[O:24])[NH:22][CH3:23])=[CH:12][C:4]=2[C:5]([NH:7][O:8][CH2:9][CH2:10][OH:11])=[O:6])=[C:27]([F:33])[CH:28]=1)#[CH:35], predict the reactants needed to synthesize it. The reactants are: [F:1][C:2]1[C:3]([NH:25][C:26]2[CH:31]=[CH:30][C:29](I)=[CH:28][C:27]=2[F:33])=[C:4]([CH:12]=[C:13]([CH:16]=[N:17][O:18][CH2:19][CH2:20][C:21](=[O:24])[NH:22][CH3:23])[C:14]=1[F:15])[C:5]([NH:7][O:8][CH2:9][CH2:10][OH:11])=[O:6].[C:34](C1C=CC(NC2C(F)=C(F)C(C=NOCCO)=CC=2C(NOCCO)=O)=C(F)C=1)#[CH:35].C(C1C=CC(NC2C(F)=C(F)C(/C=N/OCCO)=CC=2C(NOCCO)=O)=C(F)C=1)#C. (4) Given the product [CH3:23][S:20]([C:17]1[CH:18]=[CH:19][C:14]([N:9]2[CH:10]=[CH:11][C:12](=[O:13])[C:7]([C:5]3[N:35]([C:28]4[C:29]5[C:34](=[CH:33][CH:32]=[CH:31][CH:30]=5)[N:25]=[CH:26][CH:27]=4)[N:2]=[CH:3][CH:4]=3)=[N:8]2)=[CH:15][CH:16]=1)(=[O:22])=[O:21], predict the reactants needed to synthesize it. The reactants are: C[N:2](C)/[CH:3]=[CH:4]/[C:5]([C:7]1[C:12](=[O:13])[CH:11]=[CH:10][N:9]([C:14]2[CH:19]=[CH:18][C:17]([S:20]([CH3:23])(=[O:22])=[O:21])=[CH:16][CH:15]=2)[N:8]=1)=O.[N:25]1[C:34]2[C:29](=[CH:30][CH:31]=[CH:32][CH:33]=2)[C:28]([NH:35]N)=[CH:27][CH:26]=1. (5) Given the product [CH2:1]([O:8][C@H:9]([C@@H:29]([C@H:38]([CH2:51][O:52][CH2:53][C:54]1[CH:55]=[CH:56][CH:57]=[CH:58][CH:59]=1)[OH:39])[O:30][CH2:31][C:32]1[CH:33]=[CH:34][CH:35]=[CH:36][CH:37]=1)[CH2:10][OH:11])[C:2]1[CH:7]=[CH:6][CH:5]=[CH:4][CH:3]=1, predict the reactants needed to synthesize it. The reactants are: [CH2:1]([O:8][C@H:9]([C@@H:29]([C@H:38]([CH2:51][O:52][CH2:53][C:54]1[CH:59]=[CH:58][CH:57]=[CH:56][CH:55]=1)[O:39]C(=O)C1C=CC([N+]([O-])=O)=CC=1)[O:30][CH2:31][C:32]1[CH:37]=[CH:36][CH:35]=[CH:34][CH:33]=1)[CH2:10][O:11][Si](C(C)(C)C)(C1C=CC=CC=1)C1C=CC=CC=1)[C:2]1[CH:7]=[CH:6][CH:5]=[CH:4][CH:3]=1.C[O-].[Na+].C(N(CC)CC)C.F.F.F.C(N(CC)CC)C. (6) The reactants are: [NH2:1][C:2]1[CH:7]=[CH:6][CH:5]=[CH:4][C:3]=1[NH:8][C:9]([C:11]1[CH:16]=C[C:14]([N:17]2[CH2:21][CH2:20][C@H:19]([NH:22][C:23](=[O:30])[O:24][CH2:25][CH2:26]N(C)C)[CH2:18]2)=[CH:13][CH:12]=1)=[O:10].[NH2:31][C@H]1CCN(C2C=CC(C(NC3C=CC=CC=3NC(=O)OC(C)(C)C)=O)=CN=2)C1.[C:60]([OH:66])(C(F)(F)F)=O.Cl.O1CCOCC1. Given the product [NH2:1][C:2]1[CH:7]=[CH:6][CH:5]=[CH:4][C:3]=1[NH:8][C:9]([C:11]1[CH:12]=[CH:13][C:14]([N:17]2[CH2:21][CH2:20][C@H:19]([NH:22][C:23](=[O:30])[O:24][CH2:25][CH2:26][O:66][CH3:60])[CH2:18]2)=[N:31][CH:16]=1)=[O:10], predict the reactants needed to synthesize it. (7) Given the product [Cl:16][C:4]1[C:5](=[O:15])[N:6]([C:9]2[CH:14]=[CH:13][CH:12]=[CH:11][CH:10]=2)[N:7]([CH3:8])[C:3]=1[CH2:2][N:20]1[CH2:21][CH2:22][N:17]([C:23]2[N:30]=[CH:29][CH:28]=[CH:27][C:24]=2[C:25]#[N:26])[CH2:18][CH2:19]1, predict the reactants needed to synthesize it. The reactants are: Br[CH2:2][C:3]1[N:7]([CH3:8])[N:6]([C:9]2[CH:14]=[CH:13][CH:12]=[CH:11][CH:10]=2)[C:5](=[O:15])[C:4]=1[Cl:16].[N:17]1([C:23]2[N:30]=[CH:29][CH:28]=[CH:27][C:24]=2[C:25]#[N:26])[CH2:22][CH2:21][NH:20][CH2:19][CH2:18]1. (8) Given the product [CH3:20][O:21][C:22]1[CH:23]=[C:24]([C@@H:28]([NH:30][C:3]2[S:4]/[C:5](=[CH:9]\[C:10]3[CH:11]=[C:12]4[C:17](=[CH:18][CH:19]=3)[N:16]=[CH:15][CH:14]=[CH:13]4)/[C:6](=[O:8])[N:7]=2)[CH3:29])[CH:25]=[CH:26][CH:27]=1, predict the reactants needed to synthesize it. The reactants are: CS[C:3]1[S:4]/[C:5](=[CH:9]\[C:10]2[CH:11]=[C:12]3[C:17](=[CH:18][CH:19]=2)[N:16]=[CH:15][CH:14]=[CH:13]3)/[C:6](=[O:8])[N:7]=1.[CH3:20][O:21][C:22]1[CH:23]=[C:24]([C@@H:28]([NH2:30])[CH3:29])[CH:25]=[CH:26][CH:27]=1.CCN(C(C)C)C(C)C.